Dataset: Forward reaction prediction with 1.9M reactions from USPTO patents (1976-2016). Task: Predict the product of the given reaction. Given the reactants [I:1][C:2]1[CH:7]=[CH:6][C:5]([C:8]2[NH:12][N:11]=[N:10][N:9]=2)=[CH:4][CH:3]=1.[Br-].[NH4+].I[CH3:16], predict the reaction product. The product is: [I:1][C:2]1[CH:7]=[CH:6][C:5]([C:8]2[NH:12][N:11]([CH3:16])[NH:10][N:9]=2)=[CH:4][CH:3]=1.